This data is from Reaction yield outcomes from USPTO patents with 853,638 reactions. The task is: Predict the reaction yield, written as a fraction of the theoretical maximum amount of product (1.0 means a 100% yield; for example, 0.34 means a 34% yield). (1) The reactants are [CH2:1]([N:5]([CH2:20][CH2:21][CH3:22])[C:6]1[CH:16]=[CH:15][C:9]([C:10]([O:12][CH2:13][CH3:14])=[O:11])=[CH:8][C:7]=1[N+:17]([O-])=O)[CH:2]([CH3:4])[CH3:3].[H][H]. The catalyst is CCOC(C)=O.[Pd]. The product is [NH2:17][C:7]1[CH:8]=[C:9]([CH:15]=[CH:16][C:6]=1[N:5]([CH2:1][CH:2]([CH3:4])[CH3:3])[CH2:20][CH2:21][CH3:22])[C:10]([O:12][CH2:13][CH3:14])=[O:11]. The yield is 0.920. (2) The reactants are [NH2:1][C:2]1[CH2:7][CH2:6][CH2:5][C:4](=[O:8])[CH:3]=1.C(O[CH:12]=[C:13]([C:19]([O:21][CH2:22][CH3:23])=[O:20])[C:14]([O:16][CH2:17][CH3:18])=[O:15])C. No catalyst specified. The product is [CH2:17]([O:16][C:14](=[O:15])[C:13](=[CH:12][NH:1][C:2]1[CH2:7][CH2:6][CH2:5][C:4](=[O:8])[CH:3]=1)[C:19]([O:21][CH2:22][CH3:23])=[O:20])[CH3:18]. The yield is 0.900. (3) The reactants are [Br:1][C:2]1[CH:14]=[CH:13][C:12]2[C:11]3[C:6](=[CH:7][C:8]([Br:15])=[CH:9][CH:10]=3)[C:5](=[O:16])[C:4]=2[CH:3]=1. The catalyst is C(OCC)C. The product is [C:11]1([C:12]2[CH:4]=[CH:3][CH:2]=[CH:14][CH:13]=2)[CH:6]=[CH:7][CH:8]=[CH:9][C:10]=1[C:5]1([OH:16])[C:4]2[CH:3]=[C:2]([Br:1])[CH:14]=[CH:13][C:12]=2[C:11]2[C:6]1=[CH:7][C:8]([Br:15])=[CH:9][CH:10]=2. The yield is 0.900. (4) The reactants are [Cl:1][C:2]1[CH:3]=[C:4]2[C:9](=[CH:10][C:11]=1[O:12][CH3:13])[CH:8]=[N:7][C:6]([NH:14][C:15]([NH:17][CH2:18][C@@:19]1([OH:27])[CH:24]3[CH2:25][CH2:26][N:21]([CH2:22][CH2:23]3)[CH2:20]1)=S)=[CH:5]2.C(=NC(C)C)=NC(C)C. The catalyst is CN(C=O)C. The product is [Cl:1][C:2]1[CH:3]=[C:4]2[C:9](=[CH:10][C:11]=1[O:12][CH3:13])[CH:8]=[N:7][C:6]([NH:14][C:15]1[O:27][C@:19]3([CH2:18][N:17]=1)[CH:24]1[CH2:25][CH2:26][N:21]([CH2:22][CH2:23]1)[CH2:20]3)=[CH:5]2. The yield is 0.240. (5) The reactants are [CH2:1]([C:3]1[C:8](=[O:9])[NH:7][C:6]([CH3:10])=[C:5]([C:11]2[O:15][C:14]([S:16]([Cl:19])(=[O:18])=[O:17])=[CH:13][CH:12]=2)[CH:4]=1)[CH3:2].[N:20]1[CH:25]=[CH:24][CH:23]=[CH:22][C:21]=1[CH2:26][NH2:27]. No catalyst specified. The product is [ClH:19].[N:20]1[CH:25]=[CH:24][CH:23]=[CH:22][C:21]=1[CH2:26][NH:27][S:16]([C:14]1[O:15][C:11]([C:5]2[CH:4]=[C:3]([CH2:1][CH3:2])[C:8](=[O:9])[NH:7][C:6]=2[CH3:10])=[CH:12][CH:13]=1)(=[O:18])=[O:17]. The yield is 0.780. (6) The reactants are [C:1]1([CH3:12])[CH:6]=[CH:5][CH:4]=[CH:3][C:2]=1[C:7](=[O:11])[C:8](=[O:10])[CH3:9].[Br:13]Br. The catalyst is C(Cl)(Cl)Cl.C(O)(=O)C. The product is [Br:13][CH2:9][C:8](=[O:10])[C:7]([C:2]1[CH:3]=[CH:4][CH:5]=[CH:6][C:1]=1[CH3:12])=[O:11]. The yield is 0.980. (7) The reactants are C([Si](C)(C)[O:6][CH2:7][C:8]([N:11]([C:25](=[O:34])[C:26]1[CH:31]=[C:30]([CH3:32])[CH:29]=[C:28]([CH3:33])[CH:27]=1)[NH:12][C:13](=O)[C:14]1[CH:19]=[CH:18][CH:17]=[C:16]([O:20][CH3:21])[C:15]=1[CH2:22][CH3:23])([CH3:10])[CH3:9])(C)(C)C.[F-].[CH2:38]([N+](CCCC)(CCCC)CCCC)CCC.CCOCC. The catalyst is C1COCC1. The product is [CH2:22]([C:15]1[C:16]([O:20][CH3:21])=[CH:17][CH:18]=[CH:19][C:14]=1[C:13]([NH:12][N:11]([C:8]([CH3:9])([CH3:10])[CH2:7][OH:6])[C:25](=[O:34])[C:26]1[CH:31]=[C:30]([CH3:32])[CH:29]=[C:28]([CH3:33])[CH:27]=1)=[CH2:38])[CH3:23]. The yield is 0.670. (8) The reactants are [OH:1][C:2]1[CH:11]=[CH:10][C:5]2[CH2:6][O:7][B:8]([OH:9])[C:4]=2[CH:3]=1.[H-].[Na+].Br[CH:15]([CH3:21])[C:16]([O:18][CH2:19][CH3:20])=[O:17].Cl. The catalyst is CN(C=O)C. The product is [CH2:19]([O:18][C:16](=[O:17])[CH:15]([O:1][C:2]1[CH:11]=[CH:10][C:5]2[CH2:6][O:7][B:8]([OH:9])[C:4]=2[CH:3]=1)[CH3:21])[CH3:20]. The yield is 0.0700. (9) The reactants are [CH:1]([NH:3][NH2:4])=O.[C:5]([O:9][C:10]([N:12]1[CH2:18][C:17]2[CH:19]=[C:20]([Cl:23])[CH:21]=[CH:22][C:16]=2[NH:15][C:14](=S)[CH2:13]1)=[O:11])([CH3:8])([CH3:7])[CH3:6]. The catalyst is O1CCOCC1. The product is [C:5]([O:9][C:10]([N:12]1[CH2:13][C:14]2[N:15]([CH:1]=[N:3][N:4]=2)[C:16]2[CH:22]=[CH:21][C:20]([Cl:23])=[CH:19][C:17]=2[CH2:18]1)=[O:11])([CH3:8])([CH3:6])[CH3:7]. The yield is 0.750. (10) The reactants are [N+:1]([C:4]1[N:8]=[CH:7][N:6]([C:9]2[CH:16]=[CH:15][C:14](/[CH:17]=[CH:18]/[CH:19]([C:24]3[CH:29]=[C:28]([Cl:30])[C:27]([Cl:31])=[C:26]([Cl:32])[CH:25]=3)[C:20]([F:23])([F:22])[F:21])=[CH:13][C:10]=2[C:11]#[N:12])[N:5]=1)([O-])=O.[NH4+].[Cl-]. The catalyst is CO.[Zn]. The product is [NH2:1][C:4]1[N:8]=[CH:7][N:6]([C:9]2[CH:16]=[CH:15][C:14](/[CH:17]=[CH:18]/[CH:19]([C:24]3[CH:25]=[C:26]([Cl:32])[C:27]([Cl:31])=[C:28]([Cl:30])[CH:29]=3)[C:20]([F:21])([F:22])[F:23])=[CH:13][C:10]=2[C:11]#[N:12])[N:5]=1. The yield is 0.890.